This data is from Catalyst prediction with 721,799 reactions and 888 catalyst types from USPTO. The task is: Predict which catalyst facilitates the given reaction. (1) Reactant: C(O[BH-](OC(=O)C)OC(=O)C)(=O)C.[Na+].[CH3:15][O:16][CH:17]([O:30][CH3:31])[C:18]1[C:27]([CH:28]=O)=[CH:26][C:25]2[CH2:24][CH2:23][CH2:22][NH:21][C:20]=2[N:19]=1.Cl.Cl.[NH2:34][CH2:35][CH2:36][N:37]([CH3:44])[CH2:38][C:39](OCC)=[O:40].C(N(CC)CC)C.C([O-])(O)=O.[Na+]. Product: [CH3:15][O:16][CH:17]([O:30][CH3:31])[C:18]1[C:27]([CH2:28][N:34]2[CH2:35][CH2:36][N:37]([CH3:44])[CH2:38][C:39]2=[O:40])=[CH:26][C:25]2[CH2:24][CH2:23][CH2:22][NH:21][C:20]=2[N:19]=1. The catalyst class is: 26. (2) Reactant: Cl.Cl.C[Si](C)(C)CCOCN1C2N=CN=C(C3C=NN(C4(CC#N)CNC4)C=3)C=2C=C1.OCC1C=C(C(F)(F)F)N=C(OC2CCC(=O)CC2)C=1.C(O[BH-](OC(=O)C)OC(=O)C)(=O)C.[Na+].[OH:66][CH2:67][C:68]1[CH:73]=[C:72]([C:74]([F:77])([F:76])[F:75])[N:71]=[C:70]([O:78][C@H:79]2[CH2:84][CH2:83][C@H:82]([N:85]3[CH2:88][C:87]([CH2:111][C:112]#[N:113])([N:89]4[CH:93]=[C:92]([C:94]5[C:95]6[CH:102]=[CH:101][N:100]([CH2:103][O:104][CH2:105][CH2:106][Si:107]([CH3:110])([CH3:109])[CH3:108])[C:96]=6[N:97]=[CH:98][N:99]=5)[CH:91]=[N:90]4)[CH2:86]3)[CH2:81][CH2:80]2)[CH:69]=1. Product: [OH:66][CH2:67][C:68]1[CH:73]=[C:72]([C:74]([F:75])([F:77])[F:76])[N:71]=[C:70]([O:78][C@@H:79]2[CH2:80][CH2:81][C@H:82]([N:85]3[CH2:86][C:87]([CH2:111][C:112]#[N:113])([N:89]4[CH:93]=[C:92]([C:94]5[C:95]6[CH:102]=[CH:101][N:100]([CH2:103][O:104][CH2:105][CH2:106][Si:107]([CH3:108])([CH3:109])[CH3:110])[C:96]=6[N:97]=[CH:98][N:99]=5)[CH:91]=[N:90]4)[CH2:88]3)[CH2:83][CH2:84]2)[CH:69]=1. The catalyst class is: 26. (3) Reactant: [CH3:1][C:2]1[CH:3]=[C:4]([N:9]([CH3:26])[C:10]2[C:19]3[C:14](=[CH:15][CH:16]=[CH:17][CH:18]=3)[C:13](=[O:20])[N:12]([CH3:21])[C:11]=2[C:22](OC)=[O:23])[CH:5]=[CH:6][C:7]=1[CH3:8].[BH4-].[Li+].C1COCC1. Product: [CH3:1][C:2]1[CH:3]=[C:4]([N:9]([CH3:26])[C:10]2[C:19]3[C:14](=[CH:15][CH:16]=[CH:17][CH:18]=3)[C:13](=[O:20])[N:12]([CH3:21])[C:11]=2[CH2:22][OH:23])[CH:5]=[CH:6][C:7]=1[CH3:8]. The catalyst class is: 11. (4) Reactant: Cl[C:2]1[CH:12]=[C:6]2[N:7]([CH3:11])[CH2:8][CH2:9][CH2:10][N:5]2[C:4](=[O:13])[N:3]=1.[C:14]1([CH3:22])[CH:19]=[CH:18][CH:17]=[CH:16][C:15]=1[CH2:20][SH:21].CC(C)([O-])C.[K+]. Product: [CH3:11][N:7]1[CH2:8][CH2:9][CH2:10][N:5]2[C:4](=[O:13])[N:3]=[C:2]([S:21][CH2:20][C:15]3[CH:16]=[CH:17][CH:18]=[CH:19][C:14]=3[CH3:22])[CH:12]=[C:6]12. The catalyst class is: 7. (5) Reactant: [C:1]([NH:5][C:6](=[O:27])[O:7][CH:8]1[CH2:15][CH:14]2[CH:10]([CH2:11][CH:12]([NH:16][CH2:17][C:18]([N:20]3[CH2:24][CH2:23][CH2:22][CH:21]3[C:25]#[N:26])=[O:19])[CH2:13]2)[CH2:9]1)([CH3:4])([CH3:3])[CH3:2].C(=O)([O-])[O-].[K+].[K+].[C:34](O[C:34]([O:36][C:37]([CH3:40])([CH3:39])[CH3:38])=[O:35])([O:36][C:37]([CH3:40])([CH3:39])[CH3:38])=[O:35].O. Product: [C:1]([NH:5][C:6](=[O:27])[O:7][CH:8]1[CH2:15][CH:14]2[CH:10]([CH2:11][CH:12]([N:16]([C:34]([O:36][C:37]([CH3:40])([CH3:39])[CH3:38])=[O:35])[CH2:17][C:18]([N:20]3[CH2:24][CH2:23][CH2:22][CH:21]3[C:25]#[N:26])=[O:19])[CH2:13]2)[CH2:9]1)([CH3:4])([CH3:2])[CH3:3]. The catalyst class is: 4.